From a dataset of Full USPTO retrosynthesis dataset with 1.9M reactions from patents (1976-2016). Predict the reactants needed to synthesize the given product. (1) Given the product [OH:21][N:20]=[C:16]1[C:17]2[C:13](=[CH:12][C:11]([C:9]([C:8]3[C:7]4[C:2](=[CH:3][N:4]=[CH:5][CH:6]=4)[S:41][C:40]=3[NH:39][CH2:42][CH2:43][CH3:44])=[O:10])=[CH:19][CH:18]=2)[CH2:14][CH2:15]1, predict the reactants needed to synthesize it. The reactants are: Br[C:2]1[CH:3]=[N:4][CH:5]=[CH:6][C:7]=1[CH2:8][C:9]([C:11]1[CH:12]=[C:13]2[C:17](=[CH:18][CH:19]=1)[C:16](=[N:20][O:21][Si](C(C)(C)C)(C)C)[CH2:15][CH2:14]2)=[O:10].C[Si]([N-][Si](C)(C)C)(C)C.[Na+].[N:39]([CH2:42][CH2:43][CH3:44])=[C:40]=[S:41].CCCC[N+](CCCC)(CCCC)CCCC.[F-]. (2) Given the product [C:9]([N:8]1[CH2:16][CH2:21][N:61]([CH3:62])[CH2:60][CH2:1]1)([O:11][C:12]([CH3:15])([CH3:14])[CH3:13])=[O:10], predict the reactants needed to synthesize it. The reactants are: [C:1]([N:8]([C:16]1[C:21](F)=CC(Br)=CC=1F)[C:9]([O:11][C:12]([CH3:15])([CH3:14])[CH3:13])=[O:10])(OC(C)(C)C)=O.COC1C=CC=C(OC)C=1C1C=CC=CC=1P(C1CCCCC1)C1CCCCC1.C(=O)([O-])[O-].[Cs+].[Cs+].[CH3:60][N:61]1CCNC[CH2:62]1. (3) Given the product [CH3:16][CH:15]([N:19]1[C:27]2[CH:26]=[C:25]([Cl:28])[N:24]=[CH:23][C:22]=2[C:21]([N:12]2[CH2:13][C:10]([CH2:9][OH:8])([OH:14])[CH2:11]2)=[N:20]1)[CH2:17][CH3:18], predict the reactants needed to synthesize it. The reactants are: FC(F)(F)C(O)=O.[OH:8][CH2:9][C:10]1([OH:14])[CH2:13][NH:12][CH2:11]1.[CH:15]([N:19]1[C:27]2[CH:26]=[C:25]([Cl:28])[N:24]=[CH:23][C:22]=2[C:21](I)=[N:20]1)([CH2:17][CH3:18])[CH3:16].N1CCC[C@H]1C(O)=O.C(=O)([O-])[O-].[K+].[K+]. (4) Given the product [F:1][C:2]1[CH:3]=[C:4]([CH:30]=[C:31]([F:33])[CH:32]=1)[CH2:5][C@H:6]([NH:22][C:23](=[O:24])[CH3:34])[C@H:7]([OH:21])[CH2:8][NH:9][CH:10]1[C:19]2[C:14](=[CH:15][CH:16]=[C:17]([I:20])[CH:18]=2)[O:13][CH2:12][CH2:11]1, predict the reactants needed to synthesize it. The reactants are: [F:1][C:2]1[CH:3]=[C:4]([CH:30]=[C:31]([F:33])[CH:32]=1)[CH2:5][C@H:6]([NH:22][C:23](=O)[O:24]C(C)(C)C)[C@H:7]([OH:21])[CH2:8][NH:9][CH:10]1[C:19]2[C:14](=[CH:15][CH:16]=[C:17]([I:20])[CH:18]=2)[O:13][CH2:12][CH2:11]1.[CH3:34]CN(CC)CC.C(C1NC=CN=1)(=O)C. (5) Given the product [F:19][CH:17]([F:18])[C:14]1[O:13][N:12]=[C:11]([C:8]2[S:7][C:6]([C:4]([OH:5])=[O:3])=[CH:10][CH:9]=2)[C:15]=1[CH3:16], predict the reactants needed to synthesize it. The reactants are: C([O:3][C:4]([C:6]1[S:7][C:8]([C:11]2[C:15]([CH3:16])=[C:14]([CH:17]([F:19])[F:18])[O:13][N:12]=2)=[CH:9][CH:10]=1)=[O:5])C.O.[OH-].[Li+]. (6) The reactants are: Cl.[CH3:2][N:3]([CH3:20])[CH2:4][CH2:5][C:6]1[CH2:15][CH2:14][C:13]2[CH:12]=[C:11]([NH:16][C:17](=[O:19])[CH3:18])[CH:10]=[CH:9][C:8]=2[CH:7]=1.CCN=C=NCCCN(C)C.[C:32]1([C:41]2[CH:46]=[CH:45]C=[CH:43][CH:42]=2)[CH:37]=[CH:36][C:35](C(O)=O)=[CH:34][CH:33]=1. Given the product [CH3:20][N:3]([CH3:2])[CH2:4][CH2:5][C:6]1[CH2:15][CH2:14][C:13]2[CH:12]=[C:11]([NH:16][C:17]([C:18]3[CH:43]=[CH:42][C:41]([C:32]4[CH:37]=[CH:36][CH:35]=[CH:34][CH:33]=4)=[CH:46][CH:45]=3)=[O:19])[CH:10]=[CH:9][C:8]=2[CH:7]=1, predict the reactants needed to synthesize it. (7) The reactants are: [NH2:1][C:2]1[C:3]([NH:12][CH2:13][CH3:14])=[N:4][C:5]([C:8]([F:11])([F:10])[F:9])=[CH:6][CH:7]=1.C([O-])(O)=O.[Na+].[Br:20][C:21]1[CH:22]=[C:23]([C:28](Cl)=[O:29])[C:24]([Cl:27])=[N:25][CH:26]=1.BrC1C=C(C(O)=O)C(O)=NC=1.O=S(Cl)Cl. Given the product [Cl:27][C:24]1[C:23]([C:28]([NH:1][C:2]2[C:3]([NH:12][CH2:13][CH3:14])=[N:4][C:5]([C:8]([F:9])([F:10])[F:11])=[CH:6][CH:7]=2)=[O:29])=[CH:22][C:21]([Br:20])=[CH:26][N:25]=1, predict the reactants needed to synthesize it.